From a dataset of Forward reaction prediction with 1.9M reactions from USPTO patents (1976-2016). Predict the product of the given reaction. (1) Given the reactants [CH3:1][C:2](=O)[CH2:3][CH2:4][CH:5]=[CH2:6].[CH2:8]([NH2:11])[CH:9]=[CH2:10].[C:12]1(C)[CH:17]=[CH:16][C:15](S(O)(=O)=O)=[CH:14][CH:13]=1, predict the reaction product. The product is: [CH2:8]([NH:11][CH:2]([CH3:1])[CH2:3][CH2:4][CH:5]=[CH2:6])[CH:9]=[CH2:10].[CH2:8]([N:11]=[C:16]([CH3:15])[CH2:17][CH2:12][CH:13]=[CH2:14])[CH:9]=[CH2:10]. (2) Given the reactants [OH-].[K+].[CH2:3]([O:6][C:7]1[CH:16]=[C:15]([O:17][CH2:18][CH:19]=[CH2:20])[C:14]([CH:21]([CH3:23])[CH3:22])=[CH:13][C:8]=1[C:9]([O:11]C)=[O:10])[CH:4]=[CH2:5], predict the reaction product. The product is: [CH2:3]([O:6][C:7]1[CH:16]=[C:15]([O:17][CH2:18][CH:19]=[CH2:20])[C:14]([CH:21]([CH3:23])[CH3:22])=[CH:13][C:8]=1[C:9]([OH:11])=[O:10])[CH:4]=[CH2:5].